Dataset: Full USPTO retrosynthesis dataset with 1.9M reactions from patents (1976-2016). Task: Predict the reactants needed to synthesize the given product. (1) Given the product [C:1]([C:3](=[CH:31][C:30]1[CH:33]=[C:34]([O:37][C:38]2[CH:43]=[CH:42][CH:41]=[CH:40][CH:39]=2)[CH:35]=[CH:36][C:29]=1[N+:26]([O-:28])=[O:27])[CH:4]([CH:10]1[CH2:11][CH2:12][O:13][CH2:14][CH2:15]1)[CH2:5][CH2:6][C:7]([OH:9])=[O:8])#[N:2], predict the reactants needed to synthesize it. The reactants are: [C:1]([CH:3](P(OCC)(OCC)=O)[CH:4]([CH:10]1[CH2:15][CH2:14][O:13][CH2:12][CH2:11]1)[CH2:5][CH2:6][C:7]([OH:9])=[O:8])#[N:2].[H-].[Na+].[N+:26]([C:29]1[CH:36]=[CH:35][C:34]([O:37][C:38]2[CH:43]=[CH:42][CH:41]=[CH:40][CH:39]=2)=[CH:33][C:30]=1[CH:31]=O)([O-:28])=[O:27].C(OCC)(=O)C. (2) Given the product [P:14]([Cl:18])(=[O:15])([O:9][C:3]1[C:4]([CH3:8])=[CH:5][CH:6]=[CH:7][C:2]=1[CH3:1])[O:9][C:3]1[C:4]([CH3:8])=[CH:5][CH:6]=[CH:7][C:2]=1[CH3:1], predict the reactants needed to synthesize it. The reactants are: [CH3:1][C:2]1[CH:7]=[CH:6][CH:5]=[C:4]([CH3:8])[C:3]=1[OH:9].[Cl-].[Cl-].[Cl-].[Al+3].[P:14]([Cl:18])(Cl)(Cl)=[O:15]. (3) Given the product [CH2:26]([NH:25][CH2:24][CH2:23][C:20]1[CH:19]=[CH:18][C:17]([NH:16][C:13]([CH3:14])([CH3:15])[C:12]([OH:34])=[O:11])=[CH:22][CH:21]=1)[CH2:27][CH2:28][CH2:29][CH2:30][CH2:31][CH3:32], predict the reactants needed to synthesize it. The reactants are: B.O1CCCC1.C([O:11][C:12](=[O:34])[C:13]([NH:16][C:17]1[CH:22]=[CH:21][C:20]([CH2:23][CH2:24][NH:25][C:26](=O)[CH2:27][CH2:28][CH2:29][CH2:30][CH2:31][CH3:32])=[CH:19][CH:18]=1)([CH3:15])[CH3:14])(C)(C)C.Cl. (4) The reactants are: [Cl:1][C:2]1[CH:3]=[N:4][C:5]2[N:6]([N:8]=[C:9]([C:11]([OH:13])=O)[CH:10]=2)[CH:7]=1.[F:14][C:15]([F:29])([F:28])[C:16]1[CH:21]=[CH:20][CH:19]=[CH:18][C:17]=1[C:22]1[CH2:23][CH2:24][NH:25][CH2:26][CH:27]=1. Given the product [Cl:1][C:2]1[CH:3]=[N:4][C:5]2[N:6]([N:8]=[C:9]([C:11]([N:25]3[CH2:24][CH:23]=[C:22]([C:17]4[CH:18]=[CH:19][CH:20]=[CH:21][C:16]=4[C:15]([F:14])([F:28])[F:29])[CH2:27][CH2:26]3)=[O:13])[CH:10]=2)[CH:7]=1, predict the reactants needed to synthesize it. (5) Given the product [CH2:3]([O:5][C:6]1[N:11]=[CH:10][C:9]([C@@H:12]([NH:15][C:16]([C@H:18]2[CH2:20][C@@H:19]2[C:21]2[CH:26]=[CH:25][CH:24]=[CH:23][CH:22]=2)=[O:17])[CH2:13][O:14][CH3:27])=[CH:8][CH:7]=1)[CH3:4], predict the reactants needed to synthesize it. The reactants are: [H-].[Na+].[CH2:3]([O:5][C:6]1[N:11]=[CH:10][C:9]([C@@H:12]([NH:15][C:16]([C@H:18]2[CH2:20][C@@H:19]2[C:21]2[CH:26]=[CH:25][CH:24]=[CH:23][CH:22]=2)=[O:17])[CH2:13][OH:14])=[CH:8][CH:7]=1)[CH3:4].[CH3:27]I.